Task: Predict the reaction yield, written as a fraction of the theoretical maximum amount of product (1.0 means a 100% yield; for example, 0.34 means a 34% yield).. Dataset: Reaction yield outcomes from USPTO patents with 853,638 reactions (1) The reactants are F[C:2]1C(N)=NC(N)=NC=1.[OH:10][C:11]1[CH:19]=[CH:18][C:17]([N+:20]([O-:22])=[O:21])=[CH:16][C:12]=1[C:13]([OH:15])=[O:14].C(=O)([O-])[O-].[K+].[K+].IC. No catalyst specified. The product is [OH:10][C:11]1[CH:19]=[CH:18][C:17]([N+:20]([O-:22])=[O:21])=[CH:16][C:12]=1[C:13]([O:15][CH3:2])=[O:14]. The yield is 0.770. (2) The reactants are C([N:14]1[CH2:17][CH:16]([O:18][Si:19]([C:22]([CH3:25])([CH3:24])[CH3:23])([CH3:21])[CH3:20])[CH2:15]1)(C1C=CC=CC=1)C1C=CC=CC=1.[H][H]. The product is [Si:19]([O:18][CH:16]1[CH2:17][NH:14][CH2:15]1)([C:22]([CH3:25])([CH3:24])[CH3:23])([CH3:21])[CH3:20]. The catalyst is [OH-].[OH-].[Pd+2].C(O)C. The yield is 0.430.